Dataset: Reaction yield outcomes from USPTO patents with 853,638 reactions. Task: Predict the reaction yield, written as a fraction of the theoretical maximum amount of product (1.0 means a 100% yield; for example, 0.34 means a 34% yield). (1) The reactants are [OH:1][C:2]1[CH:16]=[CH:15][C:5]([CH2:6][NH:7][C:8](=[O:14])[O:9][C:10]([CH3:13])([CH3:12])[CH3:11])=[CH:4][CH:3]=1.C1(C=CC(O)=CC=1)O.[C:25]([O:29][CH3:30])(=[O:28])[CH:26]=[CH2:27]. No catalyst specified. The product is [C:10]([O:9][C:8]([NH:7][CH2:6][C:5]1[CH:15]=[CH:16][C:2]([O:1][CH2:27][CH2:26][C:25]([O:29][CH3:30])=[O:28])=[CH:3][CH:4]=1)=[O:14])([CH3:12])([CH3:13])[CH3:11]. The yield is 0.290. (2) The catalyst is Br. The yield is 0.490. The product is [F:1][C:2]1[CH:24]=[CH:23][CH:22]=[CH:21][C:3]=1[CH2:4][C@H:5]1[CH2:10][C@H:9]([C:11]2[O:15][NH:14][C:13](=[O:16])[CH:12]=2)[CH2:8][CH2:7][NH:6]1. The reactants are [F:1][C:2]1[CH:24]=[CH:23][CH:22]=[CH:21][C:3]=1[CH2:4][C@H:5]1[CH2:10][C@H:9]([C:11]2[O:15][NH:14][C:13](=[O:16])[CH:12]=2)[CH2:8][CH2:7][N:6]1C(OC)=O. (3) The reactants are [Cl:1][C:2]1[CH:3]=[C:4]([C:8]2[C:17]3[C:12](=[CH:13][CH:14]=[C:15]([C:18]([C:26]4[CH:27]=[N:28][C:29]([Cl:32])=[CH:30][CH:31]=4)([C:20]4[N:21]([CH3:25])[CH:22]=[N:23][CH:24]=4)O)[CH:16]=3)[N:11]=[C:10]([O:33]C)[CH:9]=2)[CH:5]=[CH:6][CH:7]=1.S(Cl)(Cl)=O.CO.C(Cl)(Cl)Cl.[NH4+:45].[OH-]. The catalyst is C1(C)C=CC=CC=1. The product is [NH2:45][C:18]([C:26]1[CH:27]=[N:28][C:29]([Cl:32])=[CH:30][CH:31]=1)([C:20]1[N:21]([CH3:25])[CH:22]=[N:23][CH:24]=1)[C:15]1[CH:16]=[C:17]2[C:12](=[CH:13][CH:14]=1)[NH:11][C:10](=[O:33])[CH:9]=[C:8]2[C:4]1[CH:5]=[CH:6][CH:7]=[C:2]([Cl:1])[CH:3]=1. The yield is 0.880. (4) The reactants are C([Li])CCC.C(NC(C)C)(C)C.[Cl:13][C:14]1[CH:23]=[CH:22][C:21]2[C:16](=[C:17]([C:24]([F:27])([F:26])[F:25])[CH:18]=[CH:19][CH:20]=2)[N:15]=1.[CH:28](OCC)=[O:29]. The catalyst is C1COCC1. The product is [Cl:13][C:14]1[C:23]([CH:28]=[O:29])=[CH:22][C:21]2[C:16](=[C:17]([C:24]([F:26])([F:25])[F:27])[CH:18]=[CH:19][CH:20]=2)[N:15]=1. The yield is 0.340. (5) The reactants are [CH3:1][C:2]1[N:3]=[C:4]([C:17]2[CH:22]=[CH:21][CH:20]=[CH:19][CH:18]=2)[NH:5][C:6](=O)[C:7]=1[CH:8]([CH2:13][CH2:14][CH3:15])[C:9]([O:11][CH3:12])=[O:10].P(Cl)(Cl)([Cl:25])=O.CN(C)C1C=CC=CC=1. The catalyst is C1(C)C=CC=CC=1. The product is [Cl:25][C:6]1[C:7]([CH:8]([CH2:13][CH2:14][CH3:15])[C:9]([O:11][CH3:12])=[O:10])=[C:2]([CH3:1])[N:3]=[C:4]([C:17]2[CH:22]=[CH:21][CH:20]=[CH:19][CH:18]=2)[N:5]=1. The yield is 0.730.